Dataset: Full USPTO retrosynthesis dataset with 1.9M reactions from patents (1976-2016). Task: Predict the reactants needed to synthesize the given product. Given the product [NH:18]1[C:19]2[C:24](=[CH:23][CH:22]=[CH:21][CH:20]=2)[C:16]([CH2:15][CH2:14][N:13]2[C:27](=[O:28])[C:26]([OH:25])=[C:32]([C:33]([C:35]3[O:36][C:37]([CH3:40])=[CH:38][CH:39]=3)=[O:34])[CH:1]2[C:3]2[CH:12]=[CH:11][C:6]([C:7]([O:9][CH3:10])=[O:8])=[CH:5][CH:4]=2)=[CH:17]1, predict the reactants needed to synthesize it. The reactants are: [CH:1]([C:3]1[CH:12]=[CH:11][C:6]([C:7]([O:9][CH3:10])=[O:8])=[CH:5][CH:4]=1)=O.[NH2:13][CH2:14][CH2:15][C:16]1[C:24]2[C:19](=[CH:20][CH:21]=[CH:22][CH:23]=2)[NH:18][CH:17]=1.[OH:25]/[C:26](=[CH:32]\[C:33]([C:35]1[O:36][C:37]([CH3:40])=[CH:38][CH:39]=1)=[O:34])/[C:27](OCC)=[O:28].